Dataset: Forward reaction prediction with 1.9M reactions from USPTO patents (1976-2016). Task: Predict the product of the given reaction. (1) Given the reactants Br[C:2]1[CH:17]=[CH:16][C:5]([CH2:6][CH2:7][NH:8][C:9](=[O:15])[O:10][C:11]([CH3:14])([CH3:13])[CH3:12])=[CH:4][CH:3]=1.[C:18](=[O:21])([O-])[O-].[Na+].[Na+].[CH2:24]([N:31]1C=C(B2OC(C)(C)C(C)(C)O2)C=N1)[C:25]1C=CC=[CH:27][CH:26]=1, predict the reaction product. The product is: [O:21]=[C:18]1[NH:31][CH:24]=[C:25]([C:2]2[CH:17]=[CH:16][C:5]([CH2:6][CH2:7][NH:8][C:9](=[O:15])[O:10][C:11]([CH3:14])([CH3:13])[CH3:12])=[CH:4][CH:3]=2)[CH:26]=[CH:27]1. (2) Given the reactants C(OC([N:8]1[CH2:12][CH2:11][S:10][CH:9]1[C:13]([OH:15])=O)=O)(C)(C)C.C1C=CC(/C(/C2C=CC([N+]([O-])=O)=CC=2)=N/O)=CC=1.[C:34]1([C:44]2[CH:49]=[CH:48][CH:47]=[CH:46][CH:45]=2)[CH:39]=[CH:38][C:37]([S:40](Cl)(=[O:42])=[O:41])=[CH:36][CH:35]=1.[F:50][C:51]1[CH:56]=[CH:55][C:54]([CH:57]([NH2:59])[CH3:58])=[CH:53][CH:52]=1, predict the reaction product. The product is: [C:34]1([C:44]2[CH:49]=[CH:48][CH:47]=[CH:46][CH:45]=2)[CH:39]=[CH:38][C:37]([S:40]([C:9]2([C:13]([NH:59][CH:57]([C:54]3[CH:55]=[CH:56][C:51]([F:50])=[CH:52][CH:53]=3)[CH3:58])=[O:15])[NH:8][CH2:12][CH2:11][S:10]2)(=[O:42])=[O:41])=[CH:36][CH:35]=1. (3) Given the reactants [C:1]([O:4][C@H:5]1[C@H:11]([O:12][C:13](=[O:15])[CH3:14])[C@@H:10]([O:16][C:17](=[O:19])[CH3:18])[C@:9]2([C:21]3[CH:26]=[CH:25][C:24]([Cl:27])=[C:23]([CH2:28]Br)[CH:22]=3)[O:20][C@@:6]1([CH2:30][O:31][C:32](=[O:34])[CH3:33])[CH2:7][O:8]2)(=[O:3])[CH3:2].CC1(C)C(C)(C)OB([C:43]2[CH:48]=[CH:47][C:46]([C:49](=[O:51])[CH3:50])=[CH:45][CH:44]=2)O1.[F-].[Cs+], predict the reaction product. The product is: [C:1]([O:4][C@H:5]1[C@H:11]([O:12][C:13](=[O:15])[CH3:14])[C@@H:10]([O:16][C:17](=[O:19])[CH3:18])[C@:9]2([C:21]3[CH:26]=[CH:25][C:24]([Cl:27])=[C:23]([CH2:28][C:43]4[CH:48]=[CH:47][C:46]([C:49](=[O:51])[CH3:50])=[CH:45][CH:44]=4)[CH:22]=3)[O:20][C@@:6]1([CH2:30][O:31][C:32](=[O:34])[CH3:33])[CH2:7][O:8]2)(=[O:3])[CH3:2]. (4) Given the reactants Cl.[CH3:2][NH:3][C:4](=[O:8])[C@H:5]([CH3:7])[NH2:6].C([BH3-])#N.[Na+].[C:13]1([CH2:19][CH2:20][CH:21]2[C:25]3[CH:26]=[C:27]([CH:30]=O)[CH:28]=[CH:29][C:24]=3[O:23][CH2:22]2)[CH:18]=[CH:17][CH:16]=[CH:15][CH:14]=1, predict the reaction product. The product is: [CH2:20]([CH:21]1[C:25]2[CH:26]=[C:27]([CH2:30][NH:6][CH:5]([CH3:7])[C:4]([NH:3][CH3:2])=[O:8])[CH:28]=[CH:29][C:24]=2[O:23][CH2:22]1)[CH2:19][C:13]1[CH:14]=[CH:15][CH:16]=[CH:17][CH:18]=1.